Predict the product of the given reaction. From a dataset of Forward reaction prediction with 1.9M reactions from USPTO patents (1976-2016). (1) Given the reactants [H-].[Li+].[C:3]1([CH:9]([C:17]2[CH:22]=[CH:21][CH:20]=[CH:19][CH:18]=2)[C:10]2[CH:11]=[CH:12][C:13](=[O:16])[NH:14][CH:15]=2)[CH:8]=[CH:7][CH:6]=[CH:5][CH:4]=1.Br[CH2:24][C:25]([O:27][CH2:28][CH3:29])=[O:26], predict the reaction product. The product is: [C:3]1([CH:9]([C:17]2[CH:22]=[CH:21][CH:20]=[CH:19][CH:18]=2)[C:10]2[CH:11]=[CH:12][C:13](=[O:16])[N:14]([CH2:24][C:25]([O:27][CH2:28][CH3:29])=[O:26])[CH:15]=2)[CH:4]=[CH:5][CH:6]=[CH:7][CH:8]=1. (2) Given the reactants [Br:1][C:2]1[N:3]=[C:4]([C:18]([F:21])([F:20])[F:19])[N:5]2[CH2:10][CH2:9][N:8](C(OC(C)(C)C)=O)[CH2:7][C:6]=12.[ClH:22], predict the reaction product. The product is: [ClH:22].[Br:1][C:2]1[N:3]=[C:4]([C:18]([F:20])([F:19])[F:21])[N:5]2[CH2:10][CH2:9][NH:8][CH2:7][C:6]=12. (3) Given the reactants [F:1][C:2]1([CH2:8][O:9][C:10]2[CH:15]=[CH:14][C:13]([S:16]([NH2:19])(=[O:18])=[O:17])=[CH:12][C:11]=2[N+:20]([O-:22])=[O:21])[CH2:7][CH2:6][NH:5][CH2:4][CH2:3]1.[F:23][CH2:24][C:25](=O)[CH2:26][F:27].C(O[BH-](OC(=O)C)OC(=O)C)(=O)C.[Na+].CN(C)C=O, predict the reaction product. The product is: [F:23][CH2:24][CH:25]([N:5]1[CH2:6][CH2:7][C:2]([CH2:8][O:9][C:10]2[CH:15]=[CH:14][C:13]([S:16]([NH2:19])(=[O:18])=[O:17])=[CH:12][C:11]=2[N+:20]([O-:22])=[O:21])([F:1])[CH2:3][CH2:4]1)[CH2:26][F:27]. (4) Given the reactants [CH:1]([O:4][C:5](=[O:15])[CH:6]=[CH:7][C:8]1[CH:13]=[CH:12][C:11]([NH2:14])=[CH:10][CH:9]=1)([CH3:3])[CH3:2].[CH3:16][C:17]([O:20][C:21](O[C:21]([O:20][C:17]([CH3:19])([CH3:18])[CH3:16])=[O:22])=[O:22])([CH3:19])[CH3:18], predict the reaction product. The product is: [CH:1]([O:4][C:5](=[O:15])[CH:6]=[CH:7][C:8]1[CH:9]=[CH:10][C:11]([NH:14][C:21]([O:20][C:17]([CH3:19])([CH3:18])[CH3:16])=[O:22])=[CH:12][CH:13]=1)([CH3:3])[CH3:2]. (5) Given the reactants [OH:1][CH2:2][C:3]([CH2:9][OH:10])([CH2:7][CH3:8])[C:4]([OH:6])=[O:5].CO[C:13](OC)([CH3:15])[CH3:14].CC1C=CC(S([O-])(=O)=O)=CC=1.C1C=C[NH+]=CC=1, predict the reaction product. The product is: [CH2:7]([C:3]1([C:4]([OH:6])=[O:5])[CH2:9][O:10][C:13]([CH3:15])([CH3:14])[O:1][CH2:2]1)[CH3:8]. (6) The product is: [S:1]1[C:5]2[CH:6]=[CH:7][CH:8]=[CH:9][C:4]=2[N:3]=[C:2]1[S:10][CH2:11][C:12]([N:23]1[C:24]2[C:19](=[CH:18][C:17]([O:16][CH3:15])=[CH:26][CH:25]=2)[CH2:20][CH2:21][CH2:22]1)=[O:14]. Given the reactants [S:1]1[C:5]2[CH:6]=[CH:7][CH:8]=[CH:9][C:4]=2[N:3]=[C:2]1[S:10][CH2:11][C:12]([OH:14])=O.[CH3:15][O:16][C:17]1[CH:18]=[C:19]2[C:24](=[CH:25][CH:26]=1)[NH:23][CH2:22][CH2:21][CH2:20]2, predict the reaction product.